Dataset: Full USPTO retrosynthesis dataset with 1.9M reactions from patents (1976-2016). Task: Predict the reactants needed to synthesize the given product. The reactants are: [Cl:1][C:2]1[C:3]([F:21])=[C:4]([C:14]2[N:19]=[CH:18][N:17]=[C:16]([OH:20])[CH:15]=2)[C:5]([N:8]2[CH:12]=[C:11]([Cl:13])[N:10]=[N:9]2)=[CH:6][CH:7]=1.CN(C(ON1N=NC2C=CC=NC1=2)=[N+](C)C)C.F[P-](F)(F)(F)(F)F.C1CCN2C(=NCCC2)CC1.N[C@@H:58]1[C:74]2[CH:75]=[C:70]([CH:71]=[CH:72][CH:73]=2)[C:69]2[N:68](COCC[Si](C)(C)C)[N:67]=[CH:66][C:65]=2[NH:64][C:63](=[O:84])[C@H:62]([CH3:85])[CH2:61][CH2:60][CH2:59]1.N[C@@H]1C2C=C(C=CC=2)C2NN=CC=2NC(=O)[C@H](C)CCC1. Given the product [Cl:1][C:2]1[C:3]([F:21])=[C:4]([C:14]2[N:19]=[CH:18][N:17]([C@@H:58]3[C:74]4[CH:75]=[C:70]([CH:71]=[CH:72][CH:73]=4)[C:69]4[NH:68][N:67]=[CH:66][C:65]=4[NH:64][C:63](=[O:84])[C@H:62]([CH3:85])[CH2:61][CH2:60][CH2:59]3)[C:16](=[O:20])[CH:15]=2)[C:5]([N:8]2[CH:12]=[C:11]([Cl:13])[N:10]=[N:9]2)=[CH:6][CH:7]=1, predict the reactants needed to synthesize it.